From a dataset of Forward reaction prediction with 1.9M reactions from USPTO patents (1976-2016). Predict the product of the given reaction. (1) Given the reactants Br[C:2]1[CH:3]=[N:4][N:5]([CH2:7][CH2:8][S:9]([CH3:12])(=[O:11])=[O:10])[CH:6]=1.[B:13]1([C:22]2[CH:27]=[CH:26][C:25](B3OC(C)(C)C(C)(C)O3)=[CH:24][CH:23]=2)[O:17][C:16]([CH3:19])([CH3:18])[C:15]([CH3:21])([CH3:20])[O:14]1.C(=O)([O-])[O-].[K+].[K+].C(Cl)Cl, predict the reaction product. The product is: [CH3:12][S:9]([CH2:8][CH2:7][N:5]1[CH:6]=[C:2]([C:25]2[CH:26]=[CH:27][C:22]([B:13]3[O:17][C:16]([CH3:19])([CH3:18])[C:15]([CH3:21])([CH3:20])[O:14]3)=[CH:23][CH:24]=2)[CH:3]=[N:4]1)(=[O:11])=[O:10]. (2) Given the reactants [F:1][C:2]1([F:16])[CH2:6][N:5]([C:7]([O:9][C:10]([CH3:13])([CH3:12])[CH3:11])=[O:8])[C@@H:4]([CH:14]=O)[CH2:3]1.C1(P(C2C=CC=CC=2)(C2C=CC=CC=2)=[C:24]([CH3:29])[C:25]([O:27][CH3:28])=[O:26])C=CC=CC=1, predict the reaction product. The product is: [F:1][C:2]1([F:16])[CH2:6][N:5]([C:7]([O:9][C:10]([CH3:13])([CH3:12])[CH3:11])=[O:8])[C@@H:4]([CH:14]=[C:24]([CH3:29])[C:25]([O:27][CH3:28])=[O:26])[CH2:3]1.